Task: Regression. Given a peptide amino acid sequence and an MHC pseudo amino acid sequence, predict their binding affinity value. This is MHC class II binding data.. Dataset: Peptide-MHC class II binding affinity with 134,281 pairs from IEDB (1) The peptide sequence is TKKYFAATQFEPLAA. The MHC is DRB1_1602 with pseudo-sequence DRB1_1602. The binding affinity (normalized) is 0.572. (2) The peptide sequence is MAFLEESHPGIFENS. The MHC is DRB1_0401 with pseudo-sequence DRB1_0401. The binding affinity (normalized) is 0.290. (3) The peptide sequence is AFKVAATAADAAPAN. The MHC is HLA-DPA10201-DPB11401 with pseudo-sequence HLA-DPA10201-DPB11401. The binding affinity (normalized) is 0.745. (4) The peptide sequence is GLLQIVDKIDAAFKI. The MHC is DRB1_0701 with pseudo-sequence DRB1_0701. The binding affinity (normalized) is 0.670. (5) The peptide sequence is ALQSHDDVALVSVMW. The binding affinity (normalized) is 0.538. The MHC is DRB4_0101 with pseudo-sequence DRB4_0103. (6) The peptide sequence is PRARYGLVHVANNNY. The MHC is DRB1_0901 with pseudo-sequence DRB1_0901. The binding affinity (normalized) is 0.539. (7) The MHC is DRB1_1501 with pseudo-sequence DRB1_1501. The peptide sequence is IPFVHLGHRDALEDD. The binding affinity (normalized) is 0.295. (8) The peptide sequence is VPPADKYKTFEAAFT. The MHC is DRB4_0101 with pseudo-sequence DRB4_0103. The binding affinity (normalized) is 0.168. (9) The peptide sequence is ASIIRLVGAVLAEQH. The MHC is HLA-DPA10201-DPB10501 with pseudo-sequence HLA-DPA10201-DPB10501. The binding affinity (normalized) is 0.406. (10) The peptide sequence is KNKVNLLTHSINALI. The MHC is DRB5_0101 with pseudo-sequence DRB5_0101. The binding affinity (normalized) is 0.532.